This data is from Full USPTO retrosynthesis dataset with 1.9M reactions from patents (1976-2016). The task is: Predict the reactants needed to synthesize the given product. (1) Given the product [C:10]([O:9][C:4]1[CH:5]=[CH:6][C:7]([CH3:8])=[C:2]([Cl:1])[CH:3]=1)(=[O:12])[CH3:11], predict the reactants needed to synthesize it. The reactants are: [Cl:1][C:2]1[CH:3]=[C:4]([OH:9])[CH:5]=[CH:6][C:7]=1[CH3:8].[C:10](OC(=O)C)(=[O:12])[CH3:11].N1C=CC=CC=1. (2) Given the product [Br:1][C:2]1[CH:7]=[CH:6][C:5]([C:8](=[N:22][O:23][CH2:24][CH3:25])[CH:9]2[CH2:10][CH2:11][N:12]([C:15]3([CH3:21])[CH2:20][CH2:19][N:18]([C:36]([C:28]4[N:27]=[CH:26][C:35]5[C:30]([CH:29]=4)=[CH:31][CH:32]=[CH:33][CH:34]=5)=[O:37])[CH2:17][CH2:16]3)[CH2:13][CH2:14]2)=[CH:4][CH:3]=1, predict the reactants needed to synthesize it. The reactants are: [Br:1][C:2]1[CH:7]=[CH:6][C:5]([C:8](=[N:22][O:23][CH2:24][CH3:25])[CH:9]2[CH2:14][CH2:13][N:12]([C:15]3([CH3:21])[CH2:20][CH2:19][NH:18][CH2:17][CH2:16]3)[CH2:11][CH2:10]2)=[CH:4][CH:3]=1.[CH:26]1[C:35]2[C:30](=[CH:31][CH:32]=[CH:33][CH:34]=2)[CH:29]=[C:28]([C:36](O)=[O:37])[N:27]=1.CCN(CC)CC.CN(C(ON1N=NC2C=CC=NC1=2)=[N+](C)C)C.F[P-](F)(F)(F)(F)F.